This data is from CYP1A2 inhibition data for predicting drug metabolism from PubChem BioAssay. The task is: Regression/Classification. Given a drug SMILES string, predict its absorption, distribution, metabolism, or excretion properties. Task type varies by dataset: regression for continuous measurements (e.g., permeability, clearance, half-life) or binary classification for categorical outcomes (e.g., BBB penetration, CYP inhibition). Dataset: cyp1a2_veith. (1) The molecule is N=C(N)S[C@H]1c2ccccc2-c2cc([N+](=O)[O-])ccc21. The result is 1 (inhibitor). (2) The drug is CN(C)C(=O)c1ccc(-c2ccc3ncnc(N4CCOCC4)c3c2)cc1. The result is 0 (non-inhibitor). (3) The molecule is COc1ccc(O[C@H]2C=C[C@@H](c3ccccc3)O[C@H]2COC(=O)CC/C(C)=N\O[C@@H](C)c2cc(-c3c(C)cc(C)cc3C)no2)cc1. The result is 0 (non-inhibitor). (4) The molecule is COC(=O)N1CCC2(CC1)CN(c1ccncc1)C2. The result is 0 (non-inhibitor). (5) The compound is Cn1c(=O)c2c(nc(N3CCN(c4ccccn4)CC3)n2Cc2ccc(Cl)cc2Cl)n(C)c1=O. The result is 0 (non-inhibitor). (6) The result is 0 (non-inhibitor). The drug is CCCNC(=O)OC[C@@H]1O[C@H](CCON=C(C)C)C=C[C@@H]1Oc1ccc(OC)cc1. (7) The compound is CC(C)(C)c1ccc(C(=O)c2c[nH]c(C(=O)NCCCn3ccnc3)c2)cc1. The result is 1 (inhibitor). (8) The result is 0 (non-inhibitor). The compound is CN(C(=O)Cc1ccc(Cl)c(Cl)c1)[C@@H]1CCCC[C@H]1N1CCCC1.O=C(O)[C@@H](O)[C@@H](O)C(=O)O.